Dataset: Forward reaction prediction with 1.9M reactions from USPTO patents (1976-2016). Task: Predict the product of the given reaction. (1) Given the reactants O[C@H:2]([CH3:22])[C@H:3]([NH:7][C:8]([O:10][CH2:11][CH2:12][CH2:13][CH2:14][CH2:15][C:16]1[CH:21]=[CH:20][CH:19]=[CH:18][CH:17]=1)=[O:9])[C:4]([OH:6])=[O:5].CCN(CC)CC.CN(C(ON1N=NC2C=CC=CC1=2)=[N+](C)C)C.[B-](F)(F)(F)F, predict the reaction product. The product is: [C:16]1([CH2:15][CH2:14][CH2:13][CH2:12][CH2:11][O:10][C:8](=[O:9])[NH:7][C@@H:3]2[C:4](=[O:6])[O:5][C@@H:2]2[CH3:22])[CH:21]=[CH:20][CH:19]=[CH:18][CH:17]=1. (2) Given the reactants [CH3:1][C:2]1[CH:8]=[CH:7][C:5]([NH2:6])=[CH:4][CH:3]=1.Br[C:10]1[CH:18]=[CH:17][CH:16]=[CH:15][C:11]=1[C:12](Cl)=[O:13], predict the reaction product. The product is: [CH2:1]([N:6]1[C:12](=[O:13])[C:11]2[C:15](=[CH:16][CH:17]=[CH:18][CH:10]=2)[C:4]2[CH:3]=[C:2]([CH3:1])[CH:8]=[CH:7][C:5]1=2)[CH2:2][CH2:3][CH3:4]. (3) Given the reactants [CH3:1][C:2]1([CH3:23])[CH2:7][C:6]([CH3:9])([CH3:8])[CH2:5][CH:4]([C:10]2[CH:15]=[CH:14][CH:13]=[CH:12][C:11]=2[NH:16]C(=O)C(C)(C)C)[CH2:3]1.C[O-].[Na+], predict the reaction product. The product is: [CH3:1][C:2]1([CH3:23])[CH2:7][C:6]([CH3:8])([CH3:9])[CH2:5][CH:4]([C:10]2[CH:15]=[CH:14][CH:13]=[CH:12][C:11]=2[NH2:16])[CH2:3]1. (4) Given the reactants [O:1]([C:8]1[CH:18]=[CH:17][C:11]2[CH:12]=[C:13]([CH2:15]O)[O:14][C:10]=2[CH:9]=1)[C:2]1[CH:7]=[CH:6][CH:5]=[CH:4][CH:3]=1.[C:19]1(=[O:29])[NH:23][C:22](=[O:24])[C:21]2=[CH:25][CH:26]=[CH:27][CH:28]=[C:20]12.C1(P(C2C=CC=CC=2)C2C=CC=CC=2)C=CC=CC=1.CCOC(/N=N/C(OCC)=O)=O, predict the reaction product. The product is: [O:1]([C:8]1[CH:18]=[CH:17][C:11]2[CH:12]=[C:13]([CH2:15][N:23]3[C:19](=[O:29])[C:20]4[C:21](=[CH:25][CH:26]=[CH:27][CH:28]=4)[C:22]3=[O:24])[O:14][C:10]=2[CH:9]=1)[C:2]1[CH:3]=[CH:4][CH:5]=[CH:6][CH:7]=1. (5) Given the reactants [C:1]1(C)[CH:6]=[CH:5][CH:4]=[C:3]([C:7](O)=O)[CH:2]=1.S(Cl)(Cl)=O.[C:15]1([CH3:24])[CH:20]=[CH:19][CH:18]=[C:17](C(Cl)=O)[CH:16]=1.O.[NH2:26][NH2:27], predict the reaction product. The product is: [CH3:24][C:15]1[CH:16]=[C:17]([NH:26][NH:27][C:1]2[CH:6]=[CH:5][CH:4]=[C:3]([CH3:7])[CH:2]=2)[CH:18]=[CH:19][CH:20]=1. (6) Given the reactants C([O:8][CH2:9][CH:10]([CH2:25][O:26]CC1C=CC=CC=1)[O:11][C:12]1[CH:17]=[CH:16][C:15]([C:18]2[CH:23]=[CH:22][C:21]([OH:24])=[CH:20][CH:19]=2)=[CH:14][CH:13]=1)C1C=CC=CC=1.C, predict the reaction product. The product is: [OH:24][C:21]1[CH:22]=[CH:23][C:18]([C:15]2[CH:16]=[CH:17][C:12]([O:11][CH:10]([CH2:9][OH:8])[CH2:25][OH:26])=[CH:13][CH:14]=2)=[CH:19][CH:20]=1. (7) Given the reactants C([O-])(=O)C.[NH4+:5].C(O[C:9](=[O:13])[CH2:10][C:11]#[N:12])C.[CH3:14][C:15]([CH3:20])([CH3:19])[C:16](=O)[CH3:17].[CH3:21][C:22]1[CH:29]=[CH:28][C:25]([CH:26]=O)=[CH:24][CH:23]=1, predict the reaction product. The product is: [C:15]([C:16]1[NH:5][C:9](=[O:13])[C:10]([C:11]#[N:12])=[C:21]([C:22]2[CH:29]=[CH:28][C:25]([CH3:26])=[CH:24][CH:23]=2)[CH:17]=1)([CH3:20])([CH3:19])[CH3:14].